From a dataset of Reaction yield outcomes from USPTO patents with 853,638 reactions. Predict the reaction yield, written as a fraction of the theoretical maximum amount of product (1.0 means a 100% yield; for example, 0.34 means a 34% yield). (1) The reactants are [Cl-].O[NH3+:3].[C:4](=[O:7])([O-])[OH:5].[Na+].CS(C)=O.[OH:13][C@H:14]1[CH2:19][CH2:18][C@H:17]([N:20]2[C:25](=[O:26])[C:24]([CH2:27][C:28]3[CH:33]=[CH:32][C:31]([C:34]4[C:35]([C:40]#[N:41])=[CH:36][CH:37]=[CH:38][CH:39]=4)=[CH:30][CH:29]=3)=[C:23]([CH2:42][CH2:43][CH3:44])[N:22]3[N:45]=[CH:46][CH:47]=[C:21]23)[CH2:16][CH2:15]1. The catalyst is C(OCC)(=O)C. The product is [OH:13][C@H:14]1[CH2:15][CH2:16][C@H:17]([N:20]2[C:25](=[O:26])[C:24]([CH2:27][C:28]3[CH:33]=[CH:32][C:31]([C:34]4[CH:39]=[CH:38][CH:37]=[CH:36][C:35]=4[C:40]4[NH:3][C:4](=[O:7])[O:5][N:41]=4)=[CH:30][CH:29]=3)=[C:23]([CH2:42][CH2:43][CH3:44])[N:22]3[N:45]=[CH:46][CH:47]=[C:21]23)[CH2:18][CH2:19]1. The yield is 0.900. (2) The reactants are [CH3:1][O:2][C:3](=[O:21])[C:4]1[CH:9]=[C:8]([NH2:10])[C:7]([NH2:11])=[C:6]([F:12])[C:5]=1[NH:13][C:14]1[CH:19]=[CH:18][CH:17]=[CH:16][C:15]=1[Cl:20].[C:22](O)(=O)C.C(N)=N. The catalyst is CCO.C(OCC)(=O)C. The product is [CH3:1][O:2][C:3]([C:4]1[C:5]([NH:13][C:14]2[CH:19]=[CH:18][CH:17]=[CH:16][C:15]=2[Cl:20])=[C:6]([F:12])[C:7]2[N:11]=[CH:22][NH:10][C:8]=2[CH:9]=1)=[O:21]. The yield is 0.850. (3) The reactants are [Si]([O:8][CH:9]1[CH2:14][CH2:13][N:12]([C:15]2[CH:16]=[N:17][C:18]3[C:23]([CH:24]=2)=[CH:22][C:21]([S:25][C:26]2[N:30]4[CH:31]=[C:32]([C:35]5[CH:36]=[N:37][N:38]([CH3:40])[CH:39]=5)[CH:33]=[CH:34][C:29]4=[N:28][N:27]=2)=[CH:20][CH:19]=3)[CH2:11][CH2:10]1)(C(C)(C)C)(C)C.Cl. The catalyst is CO. The product is [CH3:40][N:38]1[CH:39]=[C:35]([C:32]2[CH:33]=[CH:34][C:29]3[N:30]([C:26]([S:25][C:21]4[CH:22]=[C:23]5[C:18](=[CH:19][CH:20]=4)[N:17]=[CH:16][C:15]([N:12]4[CH2:11][CH2:10][CH:9]([OH:8])[CH2:14][CH2:13]4)=[CH:24]5)=[N:27][N:28]=3)[CH:31]=2)[CH:36]=[N:37]1. The yield is 0.980. (4) The reactants are [C:1]([O:5][C:6]([NH:8][C:9]1[CH:10]=[C:11]([CH:24]=[CH:25][CH:26]=1)[C:12]([NH:14][O:15][C:16](=O)[CH2:17][CH2:18][C:19]([O:21][CH3:22])=[O:20])=[NH:13])=[O:7])([CH3:4])([CH3:3])[CH3:2]. The catalyst is C1(C)C=CC=CC=1. The product is [C:1]([O:5][C:6]([NH:8][C:9]1[CH:10]=[C:11]([C:12]2[N:13]=[C:16]([CH2:17][CH2:18][C:19]([O:21][CH3:22])=[O:20])[O:15][N:14]=2)[CH:24]=[CH:25][CH:26]=1)=[O:7])([CH3:4])([CH3:3])[CH3:2]. The yield is 1.00. (5) The yield is 0.830. The catalyst is C1COCC1. The product is [CH3:30][O:29][C:28](=[O:31])[NH:27][C@@H:22]([C:23]([CH3:26])([CH3:25])[CH3:24])[C:20](=[O:21])[NH:19][C@@H:5]([CH2:6][C:7]1[CH:12]=[CH:11][C:10]([C:13]2[CH:18]=[CH:17][CH:16]=[CH:15][N:14]=2)=[CH:9][CH:8]=1)[CH2:4][C@H:3]([OH:32])[C@H:2]([CH2:33][C:34]1[CH:35]=[CH:36][CH:37]=[CH:38][CH:39]=1)[NH:1][C:53](=[O:54])[C@H:48]([C:49]([CH3:52])([CH3:51])[CH3:50])[NH:47][C:40](=[O:41])[O:42][C:43]([CH3:45])([CH3:46])[CH3:44]. The reactants are [NH2:1][C@@H:2]([CH2:33][C:34]1[CH:39]=[CH:38][CH:37]=[CH:36][CH:35]=1)[C@@H:3]([OH:32])[CH2:4][C@@H:5]([NH:19][C:20]([C@@H:22]([NH:27][C:28](=[O:31])[O:29][CH3:30])[C:23]([CH3:26])([CH3:25])[CH3:24])=[O:21])[CH2:6][C:7]1[CH:12]=[CH:11][C:10]([C:13]2[CH:18]=[CH:17][CH:16]=[CH:15][N:14]=2)=[CH:9][CH:8]=1.[C:40]([NH:47][C@H:48]([C:53](O)=[O:54])[C:49]([CH3:52])([CH3:51])[CH3:50])([O:42][C:43]([CH3:46])([CH3:45])[CH3:44])=[O:41].CCOP(ON1N=NC2C=CC=CC=2C1=O)(OCC)=O.C(N(CC)C(C)C)(C)C. (6) The reactants are Br[C:2]1[CH:3]=[C:4]2[C:9](=[CH:10][CH:11]=1)[O:8][C:7]([CH3:13])([CH3:12])[CH:6]=[CH:5]2.C([Li])CCC.[B:19](OC(C)C)([O:24]C(C)C)[O:20]C(C)C.Cl. The catalyst is O1CCCC1. The product is [CH3:12][C:7]1([CH3:13])[CH:6]=[CH:5][C:4]2[C:9](=[CH:10][CH:11]=[C:2]([B:19]([OH:24])[OH:20])[CH:3]=2)[O:8]1. The yield is 0.820. (7) The reactants are [Cl:1][C:2]1[CH:3]=[C:4]([C:12]2[S:16][C:15]([N:17]3[CH:26]=[C:25]4[C:19]([CH2:20][CH2:21][N:22]([CH2:27][CH2:28][CH2:29][C:30]([O:32]C)=[O:31])[CH2:23][CH2:24]4)=[N:18]3)=[N:14][N:13]=2)[CH:5]=[CH:6][C:7]=1[O:8][CH:9]([CH3:11])[CH3:10].[Li+:34].[OH-]. The catalyst is C1COCC1.CO. The product is [Li+:34].[Li+:34].[Cl:1][C:2]1[CH:3]=[C:4]([C:12]2[S:16][C:15]([N:17]3[CH:26]=[C:25]4[C:19]([CH2:20][CH2:21][N:22]([CH2:27][CH2:28][CH2:29][C:30]([O-:32])=[O:31])[CH2:23][CH2:24]4)=[N:18]3)=[N:14][N:13]=2)[CH:5]=[CH:6][C:7]=1[O:8][CH:9]([CH3:11])[CH3:10].[Cl:1][C:2]1[CH:3]=[C:4]([C:12]2[S:16][C:15]([N:17]3[CH:26]=[C:25]4[C:19]([CH2:20][CH2:21][N:22]([CH2:27][CH2:28][CH2:29][C:30]([O-:32])=[O:31])[CH2:23][CH2:24]4)=[N:18]3)=[N:14][N:13]=2)[CH:5]=[CH:6][C:7]=1[O:8][CH:9]([CH3:11])[CH3:10]. The yield is 0.970.